This data is from Full USPTO retrosynthesis dataset with 1.9M reactions from patents (1976-2016). The task is: Predict the reactants needed to synthesize the given product. (1) Given the product [C:1]([O:5][C:6](=[O:15])[NH:7][C@H:8]1[CH2:9][CH2:10][C@@H:11]([N:14]([CH:17]([CH3:19])[CH3:16])[CH3:21])[CH2:12][CH2:13]1)([CH3:4])([CH3:2])[CH3:3], predict the reactants needed to synthesize it. The reactants are: [C:1]([O:5][C:6](=[O:15])[NH:7][C@H:8]1[CH2:13][CH2:12][C@@H:11]([NH2:14])[CH2:10][CH2:9]1)([CH3:4])([CH3:3])[CH3:2].[CH3:16][C:17]([CH3:19])=O.[BH3-][C:21]#N.[Na+].C=O. (2) Given the product [C:23]([C:27]1[CH:31]=[C:30]([NH:32][C:33]([NH:19][C:18]2[CH:20]=[CH:21][CH:22]=[C:16]([O:15][C:6]3[C:5]4[C:10](=[CH:11][C:12]([O:13][CH3:14])=[C:3]([O:2][CH3:1])[CH:4]=4)[N:9]=[CH:8][N:7]=3)[CH:17]=2)=[O:34])[N:29]([C:36]2[CH:41]=[CH:40][N:39]=[C:38]([CH3:42])[CH:37]=2)[N:28]=1)([CH3:26])([CH3:25])[CH3:24], predict the reactants needed to synthesize it. The reactants are: [CH3:1][O:2][C:3]1[CH:4]=[C:5]2[C:10](=[CH:11][C:12]=1[O:13][CH3:14])[N:9]=[CH:8][N:7]=[C:6]2[O:15][C:16]1[CH:17]=[C:18]([CH:20]=[CH:21][CH:22]=1)[NH2:19].[C:23]([C:27]1[CH:31]=[C:30]([NH:32][C:33](=O)[O-:34])[N:29]([C:36]2[CH:41]=[CH:40][N:39]=[C:38]([CH3:42])[CH:37]=2)[N:28]=1)([CH3:26])([CH3:25])[CH3:24]. (3) Given the product [F:23][C:18]1[C:17]([C:12]2[CH:13]=[C:14]3[C:9](=[CH:10][CH:11]=2)[O:8][C:5]2[CH:6]=[N:7][C:2]([O:29][CH2:24][C:25]([CH3:28])([CH3:27])[CH3:26])=[CH:3][C:4]=2[C:15]3=[O:16])=[CH:22][CH:21]=[CH:20][N:19]=1, predict the reactants needed to synthesize it. The reactants are: Cl[C:2]1[N:7]=[CH:6][C:5]2[O:8][C:9]3[C:14]([C:15](=[O:16])[C:4]=2[CH:3]=1)=[CH:13][C:12]([C:17]1[C:18]([F:23])=[N:19][CH:20]=[CH:21][CH:22]=1)=[CH:11][CH:10]=3.[CH2:24]([OH:29])[C:25]([CH3:28])([CH3:27])[CH3:26].C(P(C(C)(C)C)C1C=CC2C(=CC=CC=2)C=1C1C2C(=CC=CC=2)C=CC=1)(C)(C)C.C(=O)([O-])[O-].[Cs+].[Cs+]. (4) Given the product [F:14][C:15]1[CH:16]=[CH:17][C:18]([C:21]2[CH:26]=[CH:25][C:24]([N:10]3[CH2:11][CH2:12][N:8]([C:3]4[CH:4]=[N:5][CH:6]=[CH:7][C:2]=4[CH3:1])[C:9]3=[O:13])=[CH:23][CH:22]=2)=[CH:19][CH:20]=1, predict the reactants needed to synthesize it. The reactants are: [CH3:1][C:2]1[CH:7]=[CH:6][N:5]=[CH:4][C:3]=1[N:8]1[CH2:12][CH2:11][NH:10][C:9]1=[O:13].[F:14][C:15]1[CH:20]=[CH:19][C:18]([C:21]2[CH:26]=[CH:25][C:24](I)=[CH:23][CH:22]=2)=[CH:17][CH:16]=1.N[C@@H]1CCCC[C@H]1N.P([O-])([O-])([O-])=O.[K+].[K+].[K+]. (5) Given the product [Br:29][C:9]1[C:10]([CH2:12][CH3:13])=[CH:11][C:6]([C:5]2[CH:17]=[CH:18][C:2]([Cl:1])=[CH:3][CH:4]=2)=[CH:7][C:8]=1[CH2:15][CH3:16], predict the reactants needed to synthesize it. The reactants are: [Cl:1][C:2]1[CH:18]=[CH:17][C:5]([C:6]2[CH:11]=[C:10]([CH2:12][CH3:13])[C:9](N)=[C:8]([CH2:15][CH3:16])[CH:7]=2)=[CH:4][CH:3]=1.C(#N)C.N(OCCCC)=O.[BrH:29].